This data is from Forward reaction prediction with 1.9M reactions from USPTO patents (1976-2016). The task is: Predict the product of the given reaction. The product is: [O-:1][N+:2]1[C:7]2[CH:8]=[CH:9][CH:10]=[CH:11][C:6]=2[N:5]=[C:4]([N:12]2[CH2:13][CH2:14][CH:15]([CH2:18][C:19]([NH:21][C:22]3[C:23]([C:27]([OH:29])=[O:28])=[CH:24][S:25][CH:26]=3)=[O:20])[CH2:16][CH2:17]2)[N:3]=1. Given the reactants [O-:1][N+:2]1[C:7]2[CH:8]=[CH:9][CH:10]=[CH:11][C:6]=2[N:5]=[C:4]([N:12]2[CH2:17][CH2:16][CH:15]([CH2:18][C:19]([NH:21][C:22]3[C:23]([C:27]([O:29]C)=[O:28])=[CH:24][S:25][CH:26]=3)=[O:20])[CH2:14][CH2:13]2)[N:3]=1.O.[OH-].[Li+].Cl, predict the reaction product.